This data is from Forward reaction prediction with 1.9M reactions from USPTO patents (1976-2016). The task is: Predict the product of the given reaction. Given the reactants [N:1]([C:4]1[C:5]([C:22]2[CH:23]=[N:24][C:25]([O:28][CH3:29])=[CH:26][CH:27]=2)=[N:6][C:7]([C:14]2[CH:19]=[CH:18][C:17]([O:20][CH3:21])=[CH:16][CH:15]=2)=[CH:8][C:9]=1[C:10]([O:12][CH3:13])=[O:11])=[N+]=[N-], predict the reaction product. The product is: [CH3:29][O:28][C:25]1[N:24]=[C:23]2[NH:1][C:4]3[C:9]([C:10]([O:12][CH3:13])=[O:11])=[CH:8][C:7]([C:14]4[CH:19]=[CH:18][C:17]([O:20][CH3:21])=[CH:16][CH:15]=4)=[N:6][C:5]=3[C:22]2=[CH:27][CH:26]=1.